From a dataset of Reaction yield outcomes from USPTO patents with 853,638 reactions. Predict the reaction yield, written as a fraction of the theoretical maximum amount of product (1.0 means a 100% yield; for example, 0.34 means a 34% yield). (1) The reactants are C(OC(=S)[S:5][C:6]1[CH:11]=[CH:10][C:9]([CH2:12][C:13]#[N:14])=[CH:8][CH:7]=1)C.[OH-].[K+]. The catalyst is C1COCC1.CO.O. The product is [SH:5][C:6]1[CH:11]=[CH:10][C:9]([CH2:12][C:13]#[N:14])=[CH:8][CH:7]=1. The yield is 0.360. (2) The reactants are Cl[C:2]1[C:11]2[C:6](=[CH:7][C:8]([O:14][CH3:15])=[C:9]([O:12][CH3:13])[CH:10]=2)[N:5]=[CH:4][CH:3]=1.[CH3:16][C:17]([C:19]1[CH:28]=[CH:27][C:26]2[C:21](=[CH:22][CH:23]=[CH:24][CH:25]=2)[C:20]=1[OH:29])=[O:18].O. The catalyst is CN(C)C1C=CN=CC=1.ClC1C=CC=CC=1Cl. The product is [CH3:13][O:12][C:9]1[CH:10]=[C:11]2[C:6](=[CH:7][C:8]=1[O:14][CH3:15])[N:5]=[CH:4][CH:3]=[C:2]2[O:29][C:20]1[C:21]2[C:26](=[CH:25][CH:24]=[CH:23][CH:22]=2)[CH:27]=[CH:28][C:19]=1[C:17](=[O:18])[CH3:16]. The yield is 0.0300. (3) The reactants are [C:1](Cl)(=[O:6])[CH2:2][CH2:3][CH2:4][CH3:5].[K].[OH:9][C:10]1[CH:15]=[CH:14][C:13]([N+:16]([O-:18])=[O:17])=[CH:12][C:11]=1[CH2:19][C:20]([C:22]1[CH:27]=[CH:26][C:25]([O:28][CH3:29])=[CH:24][CH:23]=1)=[O:21]. The catalyst is CC(C)=O. The product is [C:1]([O:9][C:10]1[CH:15]=[CH:14][C:13]([N+:16]([O-:18])=[O:17])=[CH:12][C:11]=1[CH2:19][C:20]([C:22]1[CH:27]=[CH:26][C:25]([O:28][CH3:29])=[CH:24][CH:23]=1)=[O:21])(=[O:6])[CH2:2][CH2:3][CH2:4][CH3:5]. The yield is 0.980. (4) The reactants are Cl[C:2]1[C:7]([CH:8]([O:13][C:14]([CH3:17])([CH3:16])[CH3:15])[C:9]([O:11][CH3:12])=[O:10])=[C:6]([CH3:18])[N:5]=[C:4]2[S:19][C:20]3[CH2:25][CH2:24][CH2:23][CH2:22][C:21]=3[C:3]=12.C(=O)([O-])[O-].[K+].[K+].[CH3:32][N:33]1[CH:37]=[C:36](B2OC(C)(C)C(C)(C)O2)[CH:35]=[N:34]1.C(OCC)(=O)C. The catalyst is COCCOC.O.[Pd].C1(P(C2C=CC=CC=2)C2C=CC=CC=2)C=CC=CC=1.C1(P(C2C=CC=CC=2)C2C=CC=CC=2)C=CC=CC=1.C1(P(C2C=CC=CC=2)C2C=CC=CC=2)C=CC=CC=1.C1(P(C2C=CC=CC=2)C2C=CC=CC=2)C=CC=CC=1. The product is [CH3:18][C:6]1[N:5]=[C:4]2[S:19][C:20]3[CH2:25][CH2:24][CH2:23][CH2:22][C:21]=3[C:3]2=[C:2]([C:36]2[CH:35]=[N:34][N:33]([CH3:32])[CH:37]=2)[C:7]=1[CH:8]([O:13][C:14]([CH3:17])([CH3:16])[CH3:15])[C:9]([O:11][CH3:12])=[O:10]. The yield is 0.580. (5) The reactants are [CH3:1][O:2][C:3]1[CH:12]=[C:11]2[C:6]([C:7]([O:13][CH2:14][C:15]3[N:19]4[CH:20]=[C:21]([C:24]([NH:26][C@H:27]5[CH2:31][CH2:30][N:29](C(OC(C)(C)C)=O)[CH2:28]5)=[O:25])[CH:22]=[CH:23][C:18]4=[N:17][N:16]=3)=[CH:8][CH:9]=[N:10]2)=[CH:5][CH:4]=1.Cl.C(=O)([O-])[O-].[K+].[K+]. The catalyst is CO. The product is [CH3:1][O:2][C:3]1[CH:12]=[C:11]2[C:6]([C:7]([O:13][CH2:14][C:15]3[N:19]4[CH:20]=[C:21]([C:24]([NH:26][C@H:27]5[CH2:31][CH2:30][NH:29][CH2:28]5)=[O:25])[CH:22]=[CH:23][C:18]4=[N:17][N:16]=3)=[CH:8][CH:9]=[N:10]2)=[CH:5][CH:4]=1. The yield is 0.970. (6) The yield is 0.662. The catalyst is CC(C)=O.[O-]S(C(F)(F)F)(=O)=O.[Ag+]. The reactants are [CH2:1]([O:8][C:9]([NH:11][C@@H:12]([CH2:17][C:18](=[O:46])[NH:19][C:20]1[CH:32]=[CH:31][C:30]2[C:29]3[C:24](=[CH:25][C:26]([Sn](CCCC)(CCCC)CCCC)=[CH:27][CH:28]=3)[CH2:23][C:22]=2[CH:21]=1)[C:13]([O:15][CH3:16])=[O:14])=[O:10])[C:2]1[CH:7]=[CH:6][CH:5]=[CH:4][CH:3]=1.[F:47][BH-](F)F.F[BH-](F)F.ClC[N+]12CC[N+](F)(CC1)CC2. The product is [CH2:1]([O:8][C:9]([NH:11][C@@H:12]([CH2:17][C:18]([NH:19][C:20]1[CH:32]=[CH:31][C:30]2[C:29]3[C:24](=[CH:25][C:26]([F:47])=[CH:27][CH:28]=3)[CH2:23][C:22]=2[CH:21]=1)=[O:46])[C:13]([O:15][CH3:16])=[O:14])=[O:10])[C:2]1[CH:7]=[CH:6][CH:5]=[CH:4][CH:3]=1. (7) The reactants are [F:1][C:2]1[C:3]([C:9](O)=[O:10])=[N:4][CH:5]=[C:6]([F:8])[CH:7]=1.C(N(CC)CC)C.ClC(OCC(C)C)=O.[BH4-].[Na+].Cl. The catalyst is O1CCCC1.CC(C)=O.O. The product is [F:1][C:2]1[C:3]([CH2:9][OH:10])=[N:4][CH:5]=[C:6]([F:8])[CH:7]=1. The yield is 0.424.